This data is from Forward reaction prediction with 1.9M reactions from USPTO patents (1976-2016). The task is: Predict the product of the given reaction. (1) Given the reactants [NH:1]1[CH2:8][CH2:7][CH2:6][C@H:2]1[C:3]([O-:5])=[O:4].[CH2:9](N(CC)CC)C.[Cl:16][CH2:17][C:18](Cl)=[O:19].O1C[CH2:24][CH2:23][CH2:22]1, predict the reaction product. The product is: [Cl:16][CH2:17][C:18]([N:1]1[C@@H:8]([C:22]#[C:23][CH3:24])[CH2:7][CH2:6][C@H:2]1[C:3]([O:5][CH3:9])=[O:4])=[O:19]. (2) Given the reactants C([N:4]1[C:12]2[C:7](=[CH:8][C:9]([O:13][C:14]3[CH:21]=[CH:20][C:19]([F:22])=[CH:18][C:15]=3[C:16]#[N:17])=[CH:10][CH:11]=2)[CH:6]=[N:5]1)(=O)C.Cl.[OH-].[Na+].O, predict the reaction product. The product is: [NH:4]1[C:12]2[C:7](=[CH:8][C:9]([O:13][C:14]3[CH:21]=[CH:20][C:19]([F:22])=[CH:18][C:15]=3[C:16]#[N:17])=[CH:10][CH:11]=2)[CH:6]=[N:5]1. (3) Given the reactants [C:1]([O:4][CH2:5][C@@H:6]1[C@@H:11](OC(=O)C)[CH:10]=[CH:9][C@@H:8]([O:16][CH3:17])[O:7]1)(=[O:3])[CH3:2].C1(P(C2C=CC=CC=2)CCCCP(C2C=CC=CC=2)C2C=CC=CC=2)C=CC=CC=1.[N:48]([Si](C)(C)C)=[N+:49]=[N-:50], predict the reaction product. The product is: [C:1]([O:4][CH2:5][C@@H:6]1[C@@H:11]([N:48]=[N+:49]=[N-:50])[CH:10]=[CH:9][C@@H:8]([O:16][CH3:17])[O:7]1)(=[O:3])[CH3:2]. (4) Given the reactants [CH3:1][N:2]1[CH2:7][CH2:6][N:5]([C:8]2[CH:9]=[CH:10][C:11]([NH:14][C:15]3[N:16]=[CH:17][C:18]4[C:24](=O)[CH2:23][CH:22]5[C:26](=[O:35])[NH:27][CH2:28][C:29]6([CH2:34][CH2:33][CH2:32][CH2:31][CH2:30]6)[N:21]5[C:19]=4[N:20]=3)=[N:12][CH:13]=2)[CH2:4][CH2:3]1.[CH2:36]([SH:40])[CH2:37][CH2:38][SH:39].C1(C)C=CC(S(O)(=O)=O)=CC=1, predict the reaction product. The product is: [CH3:1][N:2]1[CH2:3][CH2:4][N:5]([C:8]2[CH:9]=[CH:10][C:11]([NH:14][C:15]3[N:16]=[CH:17][C:18]4[C:24]5([S:40][CH2:36][CH2:37][CH2:38][S:39]5)[CH2:23][CH:22]5[C:26](=[O:35])[NH:27][CH2:28][C:29]6([CH2:34][CH2:33][CH2:32][CH2:31][CH2:30]6)[N:21]5[C:19]=4[N:20]=3)=[N:12][CH:13]=2)[CH2:6][CH2:7]1. (5) The product is: [C:13]([C:12]1[CH:15]=[CH:16][C:9]([N:3]2[C@H:2]([CH3:1])[CH2:7][N:6]([S:21]([NH:25][C:30]3[CH:32]=[CH:33][C:27]([F:26])=[CH:28][CH:29]=3)(=[O:23])=[O:22])[C@@H:5]([CH3:8])[CH2:4]2)=[CH:10][C:11]=1[C:17]([F:20])([F:19])[F:18])#[N:14]. Given the reactants [CH3:1][C@H:2]1[CH2:7][NH:6][C@H:5]([CH3:8])[CH2:4][N:3]1[C:9]1[CH:16]=[CH:15][C:12]([C:13]#[N:14])=[C:11]([C:17]([F:20])([F:19])[F:18])[CH:10]=1.[S:21]([NH2:25])(N)(=[O:23])=[O:22].[F:26][C:27]1[CH:33]=[CH:32][C:30](N)=[CH:29][CH:28]=1, predict the reaction product. (6) Given the reactants [Si]([O:8][CH2:9][CH:10]1[CH2:15][CH2:14][CH2:13][N:12]([C:16]2[CH:21]=[CH:20][CH:19]=[CH:18][C:17]=2[CH2:22][CH2:23][C:24]([O:26][CH3:27])=[O:25])[CH2:11]1)(C(C)(C)C)(C)C.C(O)(=O)C, predict the reaction product. The product is: [OH:8][CH2:9][CH:10]1[CH2:15][CH2:14][CH2:13][N:12]([C:16]2[CH:21]=[CH:20][CH:19]=[CH:18][C:17]=2[CH2:22][CH2:23][C:24]([O:26][CH3:27])=[O:25])[CH2:11]1.